This data is from Forward reaction prediction with 1.9M reactions from USPTO patents (1976-2016). The task is: Predict the product of the given reaction. (1) The product is: [OH:1][CH:2]1[CH2:5][CH:4]([C:6]([O:8][CH3:9])=[O:7])[CH2:3]1. Given the reactants [O:1]=[C:2]1[CH2:5][CH:4]([C:6]([O:8][CH3:9])=[O:7])[CH2:3]1.[BH4-].[Na+], predict the reaction product. (2) Given the reactants [CH:1](=[C:4]1[CH2:7][CH:6]([OH:8])[CH2:5]1)[CH2:2][CH3:3].[CH3:9][S:10](Cl)(=[O:12])=[O:11], predict the reaction product. The product is: [CH3:9][S:10]([O:8][CH:6]1[CH2:7][C:4](=[CH:1][CH2:2][CH3:3])[CH2:5]1)(=[O:12])=[O:11]. (3) Given the reactants [Br:1][C:2]1[CH:7]=[C:6]([CH3:8])[C:5]([P:9]([C:19]2[CH:24]=[CH:23][CH:22]=[CH:21][CH:20]=2)[C:10]2[C:15]([CH3:16])=[CH:14][C:13]([Br:17])=[C:12]([CH3:18])[CH:11]=2)=[CH:4][C:3]=1[CH3:25].ClC1C=C(C=CC=1)C(OO)=[O:31], predict the reaction product. The product is: [Br:17][C:13]1[CH:14]=[C:15]([CH3:16])[C:10]([P:9](=[O:31])([C:19]2[CH:24]=[CH:23][CH:22]=[CH:21][CH:20]=2)[C:5]2[C:6]([CH3:8])=[CH:7][C:2]([Br:1])=[C:3]([CH3:25])[CH:4]=2)=[CH:11][C:12]=1[CH3:18]. (4) Given the reactants [OH:1][CH:2]1[CH2:7][CH2:6][NH:5][CH2:4][CH2:3]1.[CH2:8]([C:10]1[CH:11]=[N:12][C:13](Cl)=[N:14][CH:15]=1)[CH3:9].O, predict the reaction product. The product is: [CH2:8]([C:10]1[CH:11]=[N:12][C:13]([N:5]2[CH2:6][CH2:7][CH:2]([OH:1])[CH2:3][CH2:4]2)=[N:14][CH:15]=1)[CH3:9]. (5) Given the reactants [C:1]([C:3]1[C:4]([CH3:28])=[C:5]2[C:10](=[CH:11][CH:12]=1)[CH:9]([CH2:13]/[CH:14]=[CH:15]/[C:16]([O:18][CH2:19][CH3:20])=[O:17])[N:8]([C:21]([O:23][C:24]([CH3:27])([CH3:26])[CH3:25])=[O:22])[CH2:7][CH2:6]2)#[N:2], predict the reaction product. The product is: [C:1]([C:3]1[C:4]([CH3:28])=[C:5]2[C:10](=[CH:11][CH:12]=1)[CH:9]([CH2:13][CH2:14][CH2:15][C:16]([O:18][CH2:19][CH3:20])=[O:17])[N:8]([C:21]([O:23][C:24]([CH3:27])([CH3:26])[CH3:25])=[O:22])[CH2:7][CH2:6]2)#[N:2]. (6) The product is: [CH3:18][C@@:9]([C:14]([O:16][CH3:17])=[O:15])([CH2:10][CH:11]([CH3:13])[CH3:12])[NH2:8]. Given the reactants CC(OC([NH:8][C@:9]([CH3:18])([C:14]([O:16][CH3:17])=[O:15])[CH2:10][CH:11]([CH3:13])[CH3:12])=O)(C)C.C(O)(C(F)(F)F)=O, predict the reaction product.